This data is from Full USPTO retrosynthesis dataset with 1.9M reactions from patents (1976-2016). The task is: Predict the reactants needed to synthesize the given product. (1) Given the product [Cl:13][C:10]1[CH:9]=[CH:8][C:7]([C:5]2[S:6][C:2]([NH:1][C:18]3[CH:19]=[CH:20][CH:21]=[C:22]([C:24]([OH:28])([CH3:27])[CH2:25][OH:26])[N:23]=3)=[C:3]([C:14]([NH2:16])=[O:15])[N:4]=2)=[CH:12][CH:11]=1, predict the reactants needed to synthesize it. The reactants are: [NH2:1][C:2]1[S:6][C:5]([C:7]2[CH:12]=[CH:11][C:10]([Cl:13])=[CH:9][CH:8]=2)=[N:4][C:3]=1[C:14]([NH2:16])=[O:15].Br[C:18]1[N:23]=[C:22]([C:24]([OH:28])([CH3:27])[CH2:25][OH:26])[CH:21]=[CH:20][CH:19]=1.C1(P(C2CCCCC2)C2C=CC=CC=2C2C(C(C)C)=CC(C(C)C)=CC=2C(C)C)CCCCC1.C(=O)([O-])[O-].[K+].[K+]. (2) Given the product [N:31]([C:11]1[C:10]([S:13][CH2:14][C:15]2[CH:20]=[CH:19][C:18]([O:21][CH3:22])=[CH:17][CH:16]=2)=[CH:9][C:4]([C:5]([O:7][CH3:8])=[O:6])=[C:3]([NH:23][C:24]2[CH:29]=[CH:28][CH:27]=[CH:26][C:25]=2[F:30])[C:2]=1[F:1])=[N+:32]=[N-:33], predict the reactants needed to synthesize it. The reactants are: [F:1][C:2]1[C:3]([NH:23][C:24]2[CH:29]=[CH:28][CH:27]=[CH:26][C:25]=2[F:30])=[C:4]([CH:9]=[C:10]([S:13][CH2:14][C:15]2[CH:20]=[CH:19][C:18]([O:21][CH3:22])=[CH:17][CH:16]=2)[C:11]=1F)[C:5]([O:7][CH3:8])=[O:6].[N-:31]=[N+:32]=[N-:33]. (3) Given the product [OH:8][N:9]1[C:14]2[N:15]=[CH:16][N:17]=[C:18]([CH3:19])[C:13]=2[C:12]([NH:20][CH2:21][CH2:22][C:23]2[CH:28]=[CH:27][N:26]=[CH:25][CH:24]=2)=[CH:11][C:10]1=[O:29], predict the reactants needed to synthesize it. The reactants are: C([O:8][N:9]1[C:14]2[N:15]=[CH:16][N:17]=[C:18]([CH3:19])[C:13]=2[C:12]([NH:20][CH2:21][CH2:22][C:23]2[CH:28]=[CH:27][N:26]=[CH:25][CH:24]=2)=[CH:11][C:10]1=[O:29])C1C=CC=CC=1.[H][H]. (4) Given the product [CH3:28][O:27][C:14]1[C:13]([O:12][CH3:11])=[CH:18][C:17]([CH2:19][O:20][C:21]([NH:1][CH:2]([CH3:7])[CH2:3][C:4]([OH:6])=[O:5])=[O:22])=[C:16]([N+:24]([O-:26])=[O:25])[CH:15]=1, predict the reactants needed to synthesize it. The reactants are: [NH2:1][CH:2]([CH3:7])[CH2:3][C:4]([OH:6])=[O:5].O.[OH-].[Na+].[CH3:11][O:12][C:13]1[CH:18]=[C:17]([CH2:19][O:20][C:21](Cl)=[O:22])[C:16]([N+:24]([O-:26])=[O:25])=[CH:15][C:14]=1[O:27][CH3:28]. (5) Given the product [C:1]([O:4][CH2:5][O:6][C:7](=[O:31])[C@:8]([NH:29][NH2:30])([CH3:28])[CH2:9][C:10]1[CH:15]=[CH:14][C:13]([O:16][C:17](=[O:19])[C:33]([CH3:38])([CH3:37])[CH3:34])=[C:12]([O:22][C:23](=[O:25])[C:8]([CH3:28])([CH3:9])[CH3:7])[CH:11]=1)(=[O:3])[CH3:2], predict the reactants needed to synthesize it. The reactants are: [C:1]([O:4][CH2:5][O:6][C:7](=[O:31])[C:8]([NH:29][NH2:30])([CH3:28])[CH2:9][C:10]1[CH:15]=[CH:14][C:13]([O:16][C:17]([O:19]CC)=O)=[C:12]([O:22][C:23]([O:25]CC)=O)[CH:11]=1)(=[O:3])[CH3:2].C[C:33]([CH3:38])([CH3:37])[C:34](Cl)=O.